The task is: Predict the product of the given reaction.. This data is from Forward reaction prediction with 1.9M reactions from USPTO patents (1976-2016). (1) Given the reactants C([O:3][C:4](=[O:21])[CH:5](P([O:15][CH2:16][C:17]([F:20])([F:19])[F:18])(OCC(F)(F)F)=O)[CH3:6])C.C1OCCOCCOCCOCCOCC[O:24]C1.C[Si](C)(C)[N-][Si](C)(C)C.[K+].[CH:50]([CH:52]([N:56]([CH3:79])[C:57]([CH:59]([NH:64][C:65](=[O:78])[CH:66]([NH:76][CH3:77])[C:67]([CH3:75])([C:69]1[CH:74]=[CH:73][CH:72]=[CH:71][CH:70]=1)[CH3:68])[C:60]([CH3:63])([CH3:62])[CH3:61])=[O:58])[CH:53]([CH3:55])[CH3:54])=O.[Cl-].[NH4+], predict the reaction product. The product is: [F:18][C:17]([F:20])([F:19])[C:16]([OH:15])=[O:24].[C:52](#[N:56])[CH3:50].[CH3:77][NH:76][C@H:66]([C:65]([NH:64][C@H:59]([C:57]([N:56]([C@@H:52]([CH:53]([CH3:55])[CH3:54])/[CH:50]=[C:5](\[C:4]([OH:3])=[O:21])/[CH3:6])[CH3:79])=[O:58])[C:60]([CH3:61])([CH3:62])[CH3:63])=[O:78])[C:67]([CH3:68])([CH3:75])[C:69]1[CH:74]=[CH:73][CH:72]=[CH:71][CH:70]=1. (2) Given the reactants [CH2:1]([C:9]1[CH:14]=[CH:13][N:12]=[CH:11][C:10]=1[CH2:15][CH2:16][C:17]1[CH:29]=[CH:28][C:20]([C:21]([O:23]C(C)(C)C)=[O:22])=[CH:19][CH:18]=1)[CH2:2][C:3]1[CH:8]=[CH:7][CH:6]=[CH:5][CH:4]=1.FC(F)(F)C(O)=O, predict the reaction product. The product is: [CH2:1]([C:9]1[CH:14]=[CH:13][N:12]=[CH:11][C:10]=1[CH2:15][CH2:16][C:17]1[CH:18]=[CH:19][C:20]([C:21]([OH:23])=[O:22])=[CH:28][CH:29]=1)[CH2:2][C:3]1[CH:4]=[CH:5][CH:6]=[CH:7][CH:8]=1. (3) Given the reactants C(OC([N:8]([CH2:57][CH2:58][O:59][CH3:60])[CH2:9][CH2:10][N:11]([C:16]1[CH:17]=[C:18]2[C:22](=[CH:23][CH:24]=1)[C:21](=[O:25])[N:20]([CH2:26][C:27]([O:29][C@H:30]([C:41]1[CH:46]=[CH:45][C:44]([O:47][CH:48]([F:50])[F:49])=[C:43]([O:51][CH2:52][CH:53]3[CH2:55][CH2:54]3)[CH:42]=1)[CH2:31][C:32]1[C:37]([Cl:38])=[CH:36][N+:35]([O-:39])=[CH:34][C:33]=1[Cl:40])=[O:28])[C:19]2=[O:56])[S:12]([CH3:15])(=[O:14])=[O:13])=O)(C)(C)C, predict the reaction product. The product is: [Cl:40][C:33]1[CH:34]=[N+:35]([O-:39])[CH:36]=[C:37]([Cl:38])[C:32]=1[CH2:31][C@@H:30]([C:41]1[CH:46]=[CH:45][C:44]([O:47][CH:48]([F:49])[F:50])=[C:43]([O:51][CH2:52][CH:53]2[CH2:54][CH2:55]2)[CH:42]=1)[O:29][C:27](=[O:28])[CH2:26][N:20]1[C:19](=[O:56])[C:18]2[C:22](=[CH:23][CH:24]=[C:16]([N:11]([CH2:10][CH2:9][NH:8][CH2:57][CH2:58][O:59][CH3:60])[S:12]([CH3:15])(=[O:13])=[O:14])[CH:17]=2)[C:21]1=[O:25].